Dataset: Reaction yield outcomes from USPTO patents with 853,638 reactions. Task: Predict the reaction yield, written as a fraction of the theoretical maximum amount of product (1.0 means a 100% yield; for example, 0.34 means a 34% yield). (1) The reactants are [CH3:1][C:2]1[O:6][N:5]=[C:4]([C:7]2[CH:12]=[CH:11][CH:10]=[CH:9][CH:8]=2)[C:3]=1[CH2:13][O:14][C:15]1[CH:23]=[CH:22][C:18]([C:19]([OH:21])=O)=[CH:17][N:16]=1.[S:24]1[CH2:28][CH2:27][NH:26][CH2:25]1. No catalyst specified. The product is [CH3:1][C:2]1[O:6][N:5]=[C:4]([C:7]2[CH:8]=[CH:9][CH:10]=[CH:11][CH:12]=2)[C:3]=1[CH2:13][O:14][C:15]1[N:16]=[CH:17][C:18]([C:19]([N:26]2[CH2:27][CH2:28][S:24][CH2:25]2)=[O:21])=[CH:22][CH:23]=1. The yield is 0.280. (2) The reactants are [CH3:1][O:2][C:3]1[CH:8]=[CH:7][C:6]([N:9]2[C:17]3[C:12](=[CH:13][CH:14]=[CH:15][CH:16]=3)[CH:11]=[CH:10]2)=[CH:5][CH:4]=1.[CH3:18][S:19]N1C(=O)C2C(=CC=CC=2)C1=O.[Br-].[Mg+2].[Br-].[OH-].[Na+]. The catalyst is CC(N(C)C)=O.CCOC(C)=O. The product is [CH3:1][O:2][C:3]1[CH:4]=[CH:5][C:6]([N:9]2[C:17]3[C:12](=[CH:13][CH:14]=[CH:15][CH:16]=3)[C:11]([S:19][CH3:18])=[CH:10]2)=[CH:7][CH:8]=1. The yield is 0.800. (3) The reactants are Cl[C:2]1[N:7]=[C:6]([NH:8][C:9]2[CH:14]=[CH:13][CH:12]=[CH:11][C:10]=2[S:15]([CH:18]([CH3:20])[CH3:19])(=[O:17])=[O:16])[C:5]([Cl:21])=[CH:4][N:3]=1.[CH3:22][P:23]([C:26]1[N:31]=[C:30]([O:32][CH3:33])[C:29]([NH2:34])=[CH:28][CH:27]=1)([CH3:25])=[O:24].Cl.[OH-].[Na+]. The catalyst is COCCO.C(O)C. The product is [Cl:21][C:5]1[C:6]([NH:8][C:9]2[CH:14]=[CH:13][CH:12]=[CH:11][C:10]=2[S:15]([CH:18]([CH3:20])[CH3:19])(=[O:17])=[O:16])=[N:7][C:2]([NH:34][C:29]2[C:30]([O:32][CH3:33])=[N:31][C:26]([P:23]([CH3:22])([CH3:25])=[O:24])=[CH:27][CH:28]=2)=[N:3][CH:4]=1. The yield is 0.220. (4) The reactants are Cl[CH2:2][CH2:3][NH:4][C:5]([C:7]1[CH:8]=[N:9][N:10]2[CH:15]=[CH:14][C:13]([N:16]3[CH2:20][CH2:19][CH2:18][C@@H:17]3[C:21]3[C:22](=[O:28])[NH:23][CH:24]=[C:25]([F:27])[CH:26]=3)=[N:12][C:11]=12)=[O:6].C([O-])([O-])=O.[Cs+].[Cs+]. The product is [F:27][C:25]1[CH:26]=[C:21]2[C:22](=[N:23][CH:24]=1)[O:28][CH2:2][CH2:3][NH:4][C:5](=[O:6])[C:7]1=[C:11]3[N:12]=[C:13]([CH:14]=[CH:15][N:10]3[N:9]=[CH:8]1)[N:16]1[C@@H:17]2[CH2:18][CH2:19][CH2:20]1. The catalyst is CN(C=O)C. The yield is 0.240. (5) The reactants are [C:1]([O:5][C:6](=[O:33])[CH2:7][N:8]([C:26]([O:28][C:29]([CH3:32])([CH3:31])[CH3:30])=[O:27])[C:9]1[CH:14]=[CH:13][CH:12]=[C:11]([CH2:15][NH:16][S:17]([C:20]2[CH:21]=[N:22][CH:23]=[CH:24][CH:25]=2)(=[O:19])=[O:18])[N:10]=1)([CH3:4])([CH3:3])[CH3:2].S1C=CN=C1C1C=CC(CNS(C2C=NC=CC=2)(=O)=O)=CC=1.[S:56]1[C:60]([CH2:61]O)=[CH:59][C:58]2[CH:63]=[CH:64][CH:65]=[CH:66][C:57]1=2. No catalyst specified. The product is [C:1]([O:5][C:6](=[O:33])[CH2:7][N:8]([C:9]1[CH:14]=[CH:13][CH:12]=[C:11]([CH:15]([CH2:61][C:60]2[S:56][C:57]3[CH:66]=[CH:65][CH:64]=[CH:63][C:58]=3[CH:59]=2)[NH:16][S:17]([C:20]2[CH:21]=[N:22][CH:23]=[CH:24][CH:25]=2)(=[O:18])=[O:19])[N:10]=1)[C:26]([O:28][C:29]([CH3:32])([CH3:31])[CH3:30])=[O:27])([CH3:4])([CH3:3])[CH3:2]. The yield is 0.930. (6) The reactants are [NH:1]1[CH:5]=[CH:4][CH:3]=[CH:2]1.I[C:7]1[CH:8]=[C:9]([CH3:14])[CH:10]=[C:11]([CH3:13])[CH:12]=1. The catalyst is CCCCCC.C(OCC)(=O)C. The product is [CH3:14][C:9]1[CH:8]=[C:7]([N:1]2[CH:5]=[CH:4][CH:3]=[CH:2]2)[CH:12]=[C:11]([CH3:13])[CH:10]=1. The yield is 0.990.